From a dataset of Reaction yield outcomes from USPTO patents with 853,638 reactions. Predict the reaction yield, written as a fraction of the theoretical maximum amount of product (1.0 means a 100% yield; for example, 0.34 means a 34% yield). (1) The reactants are Cl[C:2]1[N:3]=[C:4]([C:19]2[O:20][CH:21]=[CH:22][CH:23]=2)[C:5]2[CH:10]=[CH:9][N:8]([CH2:11][C:12]3[CH:17]=[CH:16][CH:15]=[CH:14][C:13]=3[F:18])[C:6]=2[N:7]=1.[CH2:24]([NH2:35])[C:25]1[CH:34]=[CH:33][C:30]([O:31][CH3:32])=[C:27]([O:28][CH3:29])[CH:26]=1. The catalyst is CN1CCCC1=O. The product is [CH3:29][O:28][C:27]1[CH:26]=[C:25]([CH:34]=[CH:33][C:30]=1[O:31][CH3:32])[CH2:24][NH:35][C:2]1[N:3]=[C:4]([C:19]2[O:20][CH:21]=[CH:22][CH:23]=2)[C:5]2[CH:10]=[CH:9][N:8]([CH2:11][C:12]3[CH:17]=[CH:16][CH:15]=[CH:14][C:13]=3[F:18])[C:6]=2[N:7]=1. The yield is 0.880. (2) The reactants are [Cl:1][C:2]1[N:3]=[C:4](Cl)[C:5]2[CH2:11][O:10][CH2:9][CH:8]([C:12]3[CH:17]=[CH:16][C:15]([Cl:18])=[CH:14][CH:13]=3)[C:6]=2[N:7]=1.[CH3:20][NH:21][CH3:22]. No catalyst specified. The product is [Cl:1][C:2]1[N:3]=[C:4]([N:21]([CH3:22])[CH3:20])[C:5]2[CH2:11][O:10][CH2:9][CH:8]([C:12]3[CH:17]=[CH:16][C:15]([Cl:18])=[CH:14][CH:13]=3)[C:6]=2[N:7]=1. The yield is 0.780.